This data is from Full USPTO retrosynthesis dataset with 1.9M reactions from patents (1976-2016). The task is: Predict the reactants needed to synthesize the given product. (1) The reactants are: [OH:1][C:2]1[CH:3]=[CH:4][CH:5]=[C:6]2[C:10]=1[C:9](=[O:11])[N:8]([CH3:12])[CH2:7]2.S(=O)(=O)(O)O.[N+:18]([O-])([OH:20])=[O:19].O.[Cl-].[Na+]. Given the product [OH:1][C:2]1[C:3]([N+:18]([O-:20])=[O:19])=[CH:4][CH:5]=[C:6]2[C:10]=1[C:9](=[O:11])[N:8]([CH3:12])[CH2:7]2, predict the reactants needed to synthesize it. (2) Given the product [C:1]([O:5][C:6]([N:8]1[CH2:12][CH2:11][C@@H:10]([NH:36][C:44]([O:46][C:47]([CH3:49])([CH3:17])[CH3:48])=[O:45])[C@H:9]1[CH2:14][C:15]#[CH:16])=[O:7])([CH3:4])([CH3:3])[CH3:2], predict the reactants needed to synthesize it. The reactants are: [C:1]([O:5][C:6]([N:8]1[CH2:12][CH2:11][C@H:10](O)[C@H:9]1[CH2:14][C:15]#[CH:16])=[O:7])([CH3:4])([CH3:3])[CH3:2].[C:17]1(P(C2C=CC=CC=2)C2C=CC=CC=2)C=CC=CC=1.[N:36]([C:44]([O:46][CH:47]([CH3:49])[CH3:48])=[O:45])=[N:36][C:44]([O:46][CH:47]([CH3:49])[CH3:48])=[O:45].C1C=CC(OP(OC2C=CC=CC=2)(N=[N+]=[N-])=O)=CC=1.O.C(OC(OC(OC(C)(C)C)=O)=O)(C)(C)C. (3) Given the product [ClH:24].[NH2:17][CH:9]1[C:8]2[CH:13]=[CH:14][CH:15]=[CH:16][C:7]=2[C:6]2[CH:1]=[CH:2][CH:3]=[CH:4][C:5]=2[CH2:11][CH:10]1[OH:12], predict the reactants needed to synthesize it. The reactants are: [CH:1]1[C:6]2[C:7]3[CH:16]=[CH:15][CH:14]=[CH:13][C:8]=3[CH2:9][C:10](=[O:12])[CH2:11][C:5]=2[CH:4]=[CH:3][CH:2]=1.[N:17](OCCCC)=O.[ClH:24]. (4) Given the product [C:1]([O:5][C:6]([N:8]1[CH2:13][CH2:12][CH:11]([C:14](=[O:16])[NH:18][CH3:17])[CH2:10][CH2:9]1)=[O:7])([CH3:4])([CH3:3])[CH3:2], predict the reactants needed to synthesize it. The reactants are: [C:1]([O:5][C:6]([N:8]1[CH2:13][CH2:12][CH:11]([C:14]([OH:16])=O)[CH2:10][CH2:9]1)=[O:7])([CH3:4])([CH3:3])[CH3:2].[CH3:17][N:18](C(ON1N=NC2C=CC=CC1=2)=[N+](C)C)C.[B-](F)(F)(F)F.C(N(CC)CC)C.CN. (5) Given the product [C:1]([C@H:4]1[CH2:7][C@@H:6]([C:8]([O:10][C:14]([CH3:16])([CH3:15])[CH3:13])=[O:9])[C:5]1([CH3:12])[CH3:11])(=[O:3])[CH3:2], predict the reactants needed to synthesize it. The reactants are: [C:1]([C@H:4]1[CH2:7][C@@H:6]([C:8]([OH:10])=[O:9])[C:5]1([CH3:12])[CH3:11])(=[O:3])[CH3:2].[CH3:13][C:14](O)([CH3:16])[CH3:15].C1CCC(N=C=NC2CCCCC2)CC1.